From a dataset of Full USPTO retrosynthesis dataset with 1.9M reactions from patents (1976-2016). Predict the reactants needed to synthesize the given product. (1) Given the product [C:24]([O:23][C:21](=[O:22])[NH:16][C@H:10]1[CH2:11][CH2:12][C:13](=[O:15])[NH:14][C@@H:9]1[C:3]1[CH:4]=[C:5]([F:8])[CH:6]=[CH:7][C:2]=1[F:1])([CH3:27])([CH3:26])[CH3:25], predict the reactants needed to synthesize it. The reactants are: [F:1][C:2]1[CH:7]=[CH:6][C:5]([F:8])=[CH:4][C:3]=1[C@H:9]1[NH:14][C:13](=[O:15])[CH2:12][CH2:11][C@@H:10]1[N+:16]([O-])=O.[BH4-].[Na+].[C:21](O[C:21]([O:23][C:24]([CH3:27])([CH3:26])[CH3:25])=[O:22])([O:23][C:24]([CH3:27])([CH3:26])[CH3:25])=[O:22].C(=O)([O-])O.[Na+]. (2) Given the product [CH2:1]([O:3][C:4]([C:6]1[CH:15]=[CH:14][C:13]2[C:8](=[CH:9][CH:10]=[C:11]([F:17])[CH:12]=2)[CH:7]=1)=[O:5])[CH3:2], predict the reactants needed to synthesize it. The reactants are: [CH2:1]([O:3][C:4]([C:6]1[CH:15]=[CH:14][C:13]2[C:8](=[CH:9][CH:10]=[C:11](N)[CH:12]=2)[CH:7]=1)=[O:5])[CH3:2].[F:17][B-](F)(F)F.N#[O+].